This data is from Forward reaction prediction with 1.9M reactions from USPTO patents (1976-2016). The task is: Predict the product of the given reaction. (1) Given the reactants [CH2:1]([CH:3]1[C:16]2[C:11](=[CH:12][CH:13]=[C:14]([F:17])[CH:15]=2)[C:10]2[CH:9]=[CH:8][CH:7]=[CH:6][C:5]=2[N:4]1[S:18]([C:21]1[CH:26]=[CH:25][C:24]([O:27]C)=[CH:23][CH:22]=1)(=[O:20])=[O:19])[CH3:2].B(Cl)(Cl)Cl.ClCCl, predict the reaction product. The product is: [CH2:1]([CH:3]1[C:16]2[C:11](=[CH:12][CH:13]=[C:14]([F:17])[CH:15]=2)[C:10]2[CH:9]=[CH:8][CH:7]=[CH:6][C:5]=2[N:4]1[S:18]([C:21]1[CH:22]=[CH:23][C:24]([OH:27])=[CH:25][CH:26]=1)(=[O:20])=[O:19])[CH3:2]. (2) Given the reactants [O:1]=[C:2]1[NH:7][N:6]=[CH:5][C:4]([C:8]([OH:10])=[O:9])=[CH:3]1.[C:11](Cl)(=O)[CH3:12], predict the reaction product. The product is: [CH2:11]([O:9][C:8]([C:4]1[CH:5]=[N:6][NH:7][C:2](=[O:1])[CH:3]=1)=[O:10])[CH3:12]. (3) The product is: [C:23]([C:25]1[CH:26]=[C:27]([C:31]2[O:32][C:33]3[CH2:38][CH2:37][N:36]([C:39]([O:41][CH2:42][C:43]4[CH:48]=[CH:47][CH:46]=[CH:45][CH:44]=4)=[O:40])[CH2:35][C:34]=3[N:49]=2)[CH:28]=[CH:29][CH:30]=1)#[N:24].[N:1]1[CH:6]=[CH:5][CH:4]=[CH:3][C:2]=1[N:7]1[CH2:12][CH2:11][C:10]2[O:13][C:14]([C:16]3[CH:17]=[C:18]([CH:19]=[CH:20][CH:21]=3)[C:22]#[N:51])=[N:15][C:9]=2[CH2:8]1. Given the reactants [N:1]1[CH:6]=[CH:5][CH:4]=[CH:3][C:2]=1[N:7]1[CH2:12][CH2:11][C:10]2[O:13][C:14]([C:16]3[CH:17]=[C:18]([CH3:22])[CH:19]=[CH:20][CH:21]=3)=[N:15][C:9]=2[CH2:8]1.[C:23]([C:25]1[CH:26]=[C:27]([C:31]2[O:32][C:33]3[CH2:38][CH2:37][N:36]([C:39]([O:41][CH2:42][C:43]4[CH:48]=[CH:47][CH:46]=[CH:45][CH:44]=4)=[O:40])[CH2:35][C:34]=3[N:49]=2)[CH:28]=[CH:29][CH:30]=1)#[N:24].C(C1C=C(C=CC=1)C(O)=O)#[N:51], predict the reaction product. (4) Given the reactants [O:1]=[C:2]1[CH:7]2[CH2:8][CH:4]([CH2:5][CH:6]2[C:9]([OH:11])=O)[O:3]1.[NH2:12][CH:13]([C:28]([CH3:31])([CH3:30])[CH3:29])[C:14]([NH:16][CH:17]([CH:22]1[CH2:27][CH2:26][CH2:25][CH2:24][CH2:23]1)[C:18](=[O:21])[NH:19][CH3:20])=[O:15].CCN(C(C)C)C(C)C.CN(C(ON1N=NC2C=CC=NC1=2)=[N+](C)C)C.F[P-](F)(F)(F)(F)F, predict the reaction product. The product is: [CH:22]1([C@H:17]([NH:16][C:14]([C@@H:13]([NH:12][C:9]([C@@H:6]2[CH2:5][C@@H:4]3[CH2:8][C@H:7]2[C:2](=[O:1])[O:3]3)=[O:11])[C:28]([CH3:30])([CH3:29])[CH3:31])=[O:15])[C:18]([NH:19][CH3:20])=[O:21])[CH2:23][CH2:24][CH2:25][CH2:26][CH2:27]1.